The task is: Predict the product of the given reaction.. This data is from Forward reaction prediction with 1.9M reactions from USPTO patents (1976-2016). (1) Given the reactants CO[C:3](=[O:15])[C:4]1[CH:9]=[C:8]([O:10][CH2:11][CH3:12])[C:7]([Cl:13])=[C:6]([NH2:14])[CH:5]=1.[H-].[Al+3].[Li+].[H-].[H-].[H-].C1C[O:25][CH2:24][CH2:23]1, predict the reaction product. The product is: [Cl:13][C:7]1[C:8]([O:10][CH2:11][CH3:12])=[CH:9][C:4]([CH:3]=[O:15])=[CH:5][C:6]=1[NH:14][C:24](=[O:25])[CH3:23]. (2) Given the reactants [CH:1]1([NH:7][CH2:8][CH3:9])[CH2:6][CH2:5][CH2:4][CH2:3][CH2:2]1.[F:10][C:11]1[CH:16]=[CH:15][C:14]([CH2:17][CH2:18][C:19]([OH:21])=O)=[CH:13][CH:12]=1.O.ON1C2C=CC=CC=2N=N1.Cl.C(N=C=NCCCN(C)C)C.Cl, predict the reaction product. The product is: [CH:1]1([N:7]([CH2:8][CH3:9])[C:19](=[O:21])[CH2:18][CH2:17][C:14]2[CH:13]=[CH:12][C:11]([F:10])=[CH:16][CH:15]=2)[CH2:6][CH2:5][CH2:4][CH2:3][CH2:2]1. (3) Given the reactants [NH2:1][C:2]1[C:3]([C:7]2[NH:23][C:10]3=[CH:11][C:12]4[C:13]([CH3:22])([CH3:21])[C:14](=[O:20])[N:15]([CH2:18][CH3:19])[C:16]=4[CH:17]=[C:9]3[N:8]=2)=[N:4][NH:5][CH:6]=1.[CH3:24][S:25](Cl)(=[O:27])=[O:26], predict the reaction product. The product is: [CH2:18]([N:15]1[C:16]2[CH:17]=[C:9]3[NH:8][C:7]([C:3]4[C:2]([NH:1][S:25]([CH3:24])(=[O:27])=[O:26])=[CH:6][NH:5][N:4]=4)=[N:23][C:10]3=[CH:11][C:12]=2[C:13]([CH3:22])([CH3:21])[C:14]1=[O:20])[CH3:19]. (4) Given the reactants [CH2:1]([O:8][C@H:9]1[C@H:15]([O:16][CH2:17][C:18]2[CH:23]=[CH:22][CH:21]=[CH:20][CH:19]=2)[C@@H:14]([O:24][CH2:25][C:26]2[CH:31]=[CH:30][CH:29]=[CH:28][CH:27]=2)[C@:13]2([C:33]3[CH:38]=[CH:37][C:36]([Cl:39])=[C:35]([CH2:40][C:41]4[CH:46]=[CH:45][C:44]([O:47][CH2:48][CH3:49])=[CH:43][CH:42]=4)[CH:34]=3)[O:32][C@:10]1([CH:50]1[CH2:52][O:51]1)[CH2:11][O:12]2)[C:2]1[CH:7]=[CH:6][CH:5]=[CH:4][CH:3]=1.[CH3:53][NH2:54], predict the reaction product. The product is: [CH3:53][NH:54][CH2:52][CH:50]([C@:10]12[O:32][C@:13]([C:33]3[CH:38]=[CH:37][C:36]([Cl:39])=[C:35]([CH2:40][C:41]4[CH:42]=[CH:43][C:44]([O:47][CH2:48][CH3:49])=[CH:45][CH:46]=4)[CH:34]=3)([O:12][CH2:11]1)[C@H:14]([O:24][CH2:25][C:26]1[CH:31]=[CH:30][CH:29]=[CH:28][CH:27]=1)[C@@H:15]([O:16][CH2:17][C:18]1[CH:19]=[CH:20][CH:21]=[CH:22][CH:23]=1)[C@@H:9]2[O:8][CH2:1][C:2]1[CH:7]=[CH:6][CH:5]=[CH:4][CH:3]=1)[OH:51]. (5) Given the reactants [CH3:1][C:2]1[CH:7]=[CH:6][C:5]([S:8](Cl)(=[O:10])=[O:9])=[CH:4][CH:3]=1.[CH3:12][CH:13]([OH:15])[CH3:14].O, predict the reaction product. The product is: [CH:13]([O:15][S:8]([C:5]1[CH:6]=[CH:7][C:2]([CH3:1])=[CH:3][CH:4]=1)(=[O:10])=[O:9])([CH3:14])[CH3:12]. (6) Given the reactants [NH2:1][C:2]1[C:10]2[C:9]([C:11]3[CH:16]=[CH:15][C:14]([CH3:17])=[C:13]([O:18]C)[CH:12]=3)=[N:8][C:7]([NH:20][CH:21]3[CH2:23][CH2:22]3)=[N:6][C:5]=2[S:4][C:3]=1[C:24]([NH2:26])=[O:25].B(Br)(Br)Br, predict the reaction product. The product is: [NH2:1][C:2]1[C:10]2[C:9]([C:11]3[CH:16]=[CH:15][C:14]([CH3:17])=[C:13]([OH:18])[CH:12]=3)=[N:8][C:7]([NH:20][CH:21]3[CH2:22][CH2:23]3)=[N:6][C:5]=2[S:4][C:3]=1[C:24]([NH2:26])=[O:25]. (7) The product is: [C:25]([NH:29][S:30]([C:33]1[S:34][C:35]([C:2]2[CH:7]=[CH:6][CH:5]=[C:4]([C:8]3[N:9]=[C:10]([C:21]([F:22])([F:23])[F:24])[CH:11]=[C:12]([C:14]4[CH:19]=[CH:18][C:17]([F:20])=[CH:16][CH:15]=4)[N:13]=3)[CH:3]=2)=[CH:36][CH:37]=1)(=[O:31])=[O:32])([CH3:28])([CH3:26])[CH3:27]. Given the reactants Br[C:2]1[CH:3]=[C:4]([C:8]2[N:13]=[C:12]([C:14]3[CH:19]=[CH:18][C:17]([F:20])=[CH:16][CH:15]=3)[CH:11]=[C:10]([C:21]([F:24])([F:23])[F:22])[N:9]=2)[CH:5]=[CH:6][CH:7]=1.[C:25]([NH:29][S:30]([C:33]1[S:34][C:35](B2OC(C)(C)C(C)(C)O2)=[CH:36][CH:37]=1)(=[O:32])=[O:31])([CH3:28])([CH3:27])[CH3:26], predict the reaction product.